Dataset: Full USPTO retrosynthesis dataset with 1.9M reactions from patents (1976-2016). Task: Predict the reactants needed to synthesize the given product. (1) Given the product [O:8]1[C:3]2[CH:1]=[N:15][NH:16][C:9](=[O:11])[C:4]=2[CH2:5][CH2:6][CH2:7]1, predict the reactants needed to synthesize it. The reactants are: [CH:1]([C:3]1[O:8][CH2:7][CH2:6][CH2:5][C:4]=1[C:9]([O:11]CC)=O)=O.O.[NH2:15][NH2:16]. (2) Given the product [CH3:1][C:2]1([C:8]([NH2:17])=[O:10])[CH2:7][CH2:6][O:5][CH2:4][CH2:3]1, predict the reactants needed to synthesize it. The reactants are: [CH3:1][C:2]1([C:8]([OH:10])=O)[CH2:7][CH2:6][O:5][CH2:4][CH2:3]1.C1C=CC2N(O)N=[N:17]C=2C=1.C(Cl)CCl.[NH4+].[OH-]. (3) Given the product [CH:1]1([O:6][C:7]2[N:15]=[C:14]3[C:10]([N:11]=[CH:12][N:13]3[C@@H:16]3[O:22][C@H:21]([CH3:23])[C@@H:19]([OH:20])[C@H:17]3[O:18][Si:33]([CH:37]([CH3:39])[CH3:38])([CH:34]([CH3:36])[CH3:35])[CH:30]([CH3:32])[CH3:31])=[C:9]([NH2:24])[N:8]=2)[CH2:2][CH2:3][CH2:4][CH2:5]1.[CH:1]1([O:6][C:7]2[N:15]=[C:14]3[C:10]([N:11]=[CH:12][N:13]3[C@@H:16]3[O:22][C@H:21]([CH3:23])[C@@H:19]([O:20][Si:33]([CH:37]([CH3:39])[CH3:38])([CH:34]([CH3:36])[CH3:35])[CH:30]([CH3:32])[CH3:31])[C@H:17]3[OH:18])=[C:9]([NH2:24])[N:8]=2)[CH2:2][CH2:3][CH2:4][CH2:5]1, predict the reactants needed to synthesize it. The reactants are: [CH:1]1([O:6][C:7]2[N:15]=[C:14]3[C:10]([N:11]=[CH:12][N:13]3[C@@H:16]3[O:22][C@H:21]([CH3:23])[C@@H:19]([OH:20])[C@H:17]3[OH:18])=[C:9]([NH2:24])[N:8]=2)[CH2:5][CH2:4][CH2:3][CH2:2]1.N1C=CN=C1.[CH:30]([Si:33](Cl)([CH:37]([CH3:39])[CH3:38])[CH:34]([CH3:36])[CH3:35])([CH3:32])[CH3:31].